The task is: Predict the reactants needed to synthesize the given product.. This data is from Full USPTO retrosynthesis dataset with 1.9M reactions from patents (1976-2016). Given the product [CH3:20][C:19]1[C:14]2[P:11](=[O:12])([O:10][CH2:8][CH3:9])[O:13][CH2:21][C:15]=2[CH:16]=[CH:17][CH:18]=1, predict the reactants needed to synthesize it. The reactants are: OP([O-])([O-])=O.[K+].[K+].[CH2:8]([O:10][P:11]([C:14]1[C:19]([CH3:20])=[CH:18][CH:17]=[CH:16][C:15]=1[CH3:21])(=[O:13])[OH:12])[CH3:9].